From a dataset of Forward reaction prediction with 1.9M reactions from USPTO patents (1976-2016). Predict the product of the given reaction. Given the reactants [OH:1][C:2]1[CH:14]=[C:13]2[C:5]([C:6]3[CH:7]=[CH:8][C:9]([NH:15][CH:16]=[O:17])=[CH:10][C:11]=3[NH:12]2)=[CH:4][CH:3]=1.[CH3:18][C:19]1[CH:24]=[CH:23][C:22]([S:25]([O:28][CH2:29][CH2:30]OS(C2C=CC(C)=CC=2)(=O)=O)(=[O:27])=[O:26])=[CH:21][CH:20]=1, predict the reaction product. The product is: [CH3:18][C:19]1[CH:24]=[CH:23][C:22]([S:25]([O:28][CH2:29][CH2:30][O:1][C:2]2[CH:3]=[CH:4][C:5]3[C:6]4[C:11](=[CH:10][C:9]([NH:15][CH:16]=[O:17])=[CH:8][CH:7]=4)[NH:12][C:13]=3[CH:14]=2)(=[O:27])=[O:26])=[CH:21][CH:20]=1.